Dataset: Forward reaction prediction with 1.9M reactions from USPTO patents (1976-2016). Task: Predict the product of the given reaction. (1) Given the reactants [CH3:1][CH:2]([CH2:7][C:8]([CH3:11])([CH3:10])[CH3:9])[CH2:3][C:4]([OH:6])=[O:5].C(O[C:16](=[O:18])[CH3:17])(=O)C, predict the reaction product. The product is: [CH3:1][CH:2]([CH2:7][C:8]([CH3:10])([CH3:9])[CH3:11])[CH2:3][C:4]([O:6][C:16](=[O:18])[CH2:17][CH:2]([CH3:1])[CH2:7][C:8]([CH3:11])([CH3:10])[CH3:9])=[O:5]. (2) Given the reactants [CH3:1][CH:2]([O:4][C:5]1[CH:10]=[CH:9][C:8]([C:11]2[O:15][N:14]=[C:13]([C:16]3[CH:21]=[CH:20][C:19]([CH2:22][N:23]4[CH:27]=[CH:26][C:25]([C:28]([O:30]C)=[O:29])=[N:24]4)=[CH:18][CH:17]=3)[N:12]=2)=[CH:7][C:6]=1[C:32]([F:35])([F:34])[F:33])[CH3:3].[OH-].[Na+:37], predict the reaction product. The product is: [CH3:3][CH:2]([O:4][C:5]1[CH:10]=[CH:9][C:8]([C:11]2[O:15][N:14]=[C:13]([C:16]3[CH:17]=[CH:18][C:19]([CH2:22][N:23]4[CH:27]=[CH:26][C:25]([C:28]([O-:30])=[O:29])=[N:24]4)=[CH:20][CH:21]=3)[N:12]=2)=[CH:7][C:6]=1[C:32]([F:34])([F:35])[F:33])[CH3:1].[Na+:37]. (3) Given the reactants [CH3:1][N:2]1[CH2:6][CH2:5][CH2:4][C@H:3]1[C:7]([NH:9][C:10]1[CH:15]=[CH:14][CH:13]=[C:12]([N+:16]([O-])=O)[CH:11]=1)=[O:8], predict the reaction product. The product is: [NH2:16][C:12]1[CH:11]=[C:10]([NH:9][C:7]([C@@H:3]2[CH2:4][CH2:5][CH2:6][N:2]2[CH3:1])=[O:8])[CH:15]=[CH:14][CH:13]=1. (4) Given the reactants [CH3:1][C:2]1[N:6]([CH2:7][CH:8]([OH:10])[CH3:9])[N:5]=[C:4]([N+:11]([O-:13])=[O:12])[CH:3]=1.C(N(CC)CC)C.CN(C1C=CC=CN=1)C.[C:30](OC(=O)C)(=[O:32])[CH3:31], predict the reaction product. The product is: [CH3:9][CH:8]([O:10][C:30](=[O:32])[CH3:31])[CH2:7][N:6]1[C:2]([CH3:1])=[CH:3][C:4]([N+:11]([O-:13])=[O:12])=[N:5]1. (5) Given the reactants [Si]([O:8][C@H:9]([CH2:27][NH:28][C@@H:29]1[C:38]2[C:33](=[CH:34][CH:35]=[C:36]([CH2:39][C:40]([CH3:43])([CH3:42])[CH3:41])[CH:37]=2)[NH:32][C:31]([CH3:45])([CH3:44])[CH2:30]1)[C@@H:10]([NH:19][C:20](=[O:26])[O:21][C:22]([CH3:25])([CH3:24])[CH3:23])[CH2:11][C:12]1[CH:17]=[CH:16][CH:15]=[C:14]([F:18])[CH:13]=1)(C(C)(C)C)(C)C.C(Cl)Cl.[F-].C([N+](CCCC)(CCCC)CCCC)CCC.CCOC(C)=O, predict the reaction product. The product is: [CH3:44][C:31]1([CH3:45])[CH2:30][C@H:29]([NH:28][CH2:27][C@@H:9]([OH:8])[C@@H:10]([NH:19][C:20](=[O:26])[O:21][C:22]([CH3:23])([CH3:24])[CH3:25])[CH2:11][C:12]2[CH:17]=[CH:16][CH:15]=[C:14]([F:18])[CH:13]=2)[C:38]2[C:33](=[CH:34][CH:35]=[C:36]([CH2:39][C:40]([CH3:43])([CH3:42])[CH3:41])[CH:37]=2)[NH:32]1. (6) Given the reactants CC([O-])(C)C.[K+].Cl[C:8]1[N:30]=[CH:29][C:28]([Cl:31])=[CH:27][C:9]=1[C:10]([NH:12][C:13](=[NH:26])[CH2:14][O:15][CH2:16][CH2:17][C:18]1[CH:23]=[C:22]([F:24])[CH:21]=[CH:20][C:19]=1[F:25])=[O:11], predict the reaction product. The product is: [Cl:31][C:28]1[CH:29]=[N:30][C:8]2[N:26]=[C:13]([CH2:14][O:15][CH2:16][CH2:17][C:18]3[CH:23]=[C:22]([F:24])[CH:21]=[CH:20][C:19]=3[F:25])[NH:12][C:10](=[O:11])[C:9]=2[CH:27]=1.